From a dataset of Reaction yield outcomes from USPTO patents with 853,638 reactions. Predict the reaction yield, written as a fraction of the theoretical maximum amount of product (1.0 means a 100% yield; for example, 0.34 means a 34% yield). (1) The reactants are [Se](O)(O)=[O:2].[CH3:5][O:6][C:7](=[O:21])[CH2:8][C:9]1[C:18]([Cl:19])=[CH:17][CH:16]=[C:15]2[C:10]=1[N:11]=[C:12]([CH3:20])[CH:13]=[N:14]2. The catalyst is O1CCOCC1.O. The product is [CH3:5][O:6][C:7](=[O:21])[CH2:8][C:9]1[C:18]([Cl:19])=[CH:17][CH:16]=[C:15]2[C:10]=1[N:11]=[C:12]([CH:20]=[O:2])[CH:13]=[N:14]2. The yield is 0.810. (2) The reactants are [OH:1][CH2:2][CH:3]1[CH2:6][N:5]([C:7]([O:9][C:10]([CH3:13])([CH3:12])[CH3:11])=[O:8])[CH2:4]1.[Br:14][C:15]1[CH:20]=[CH:19][C:18](O)=[CH:17][CH:16]=1.C1(P(C2C=CC=CC=2)C2C=CC=CC=2)C=CC=CC=1.CC(OC(/N=N/C(OC(C)C)=O)=O)C. The catalyst is C1COCC1. The product is [Br:14][C:15]1[CH:20]=[CH:19][C:18]([O:1][CH2:2][CH:3]2[CH2:6][N:5]([C:7]([O:9][C:10]([CH3:13])([CH3:12])[CH3:11])=[O:8])[CH2:4]2)=[CH:17][CH:16]=1. The yield is 0.840. (3) The reactants are [I:1]I.[C:3]1([C:9]2[C:10]([N:18]3[CH2:23][CH2:22][N:21]([C:24]([O:26][C:27]([CH3:30])([CH3:29])[CH3:28])=[O:25])[CH2:20][CH2:19]3)=[C:11]3[CH:17]=[N:16][NH:15][C:12]3=[N:13][CH:14]=2)[CH:8]=[CH:7][CH:6]=[CH:5][CH:4]=1.[OH-].[K+].[O-]S([O-])=O.[Na+].[Na+]. The catalyst is CN(C=O)C.CCOCC. The product is [I:1][C:17]1[C:11]2[C:12](=[N:13][CH:14]=[C:9]([C:3]3[CH:4]=[CH:5][CH:6]=[CH:7][CH:8]=3)[C:10]=2[N:18]2[CH2:19][CH2:20][N:21]([C:24]([O:26][C:27]([CH3:30])([CH3:29])[CH3:28])=[O:25])[CH2:22][CH2:23]2)[NH:15][N:16]=1. The yield is 0.950.